Dataset: Reaction yield outcomes from USPTO patents with 853,638 reactions. Task: Predict the reaction yield, written as a fraction of the theoretical maximum amount of product (1.0 means a 100% yield; for example, 0.34 means a 34% yield). (1) The reactants are [F:1][C:2]([F:10])([F:9])[CH2:3][CH2:4][S:5](Cl)(=[O:7])=[O:6].[CH:11]1[C:19]2[N:18]3[C:20]([CH:23]4[CH:27]([CH3:28])[CH2:26][CH:25]([NH2:29])[CH2:24]4)=[CH:21][N:22]=[C:17]3[CH:16]=[N:15][C:14]=2[NH:13][CH:12]=1. The catalyst is CN(C=O)C. The product is [CH:11]1[C:19]2[N:18]3[C:20]([C@@H:23]4[C@H:27]([CH3:28])[CH2:26][C@H:25]([NH:29][S:5]([CH2:4][CH2:3][C:2]([F:10])([F:9])[F:1])(=[O:7])=[O:6])[CH2:24]4)=[CH:21][N:22]=[C:17]3[CH:16]=[N:15][C:14]=2[NH:13][CH:12]=1. The yield is 0.0460. (2) The reactants are O.NN.[CH3:4][C:5]1[CH:9]=[CH:8][S:7][C:6]=1[C:10](=O)[C:11]([O:13]C)=[O:12].[OH-].[K+].Cl. The catalyst is C(O)COCCO.O. The product is [CH3:4][C:5]1[CH:9]=[CH:8][S:7][C:6]=1[CH2:10][C:11]([OH:13])=[O:12]. The yield is 0.660.